Dataset: Reaction yield outcomes from USPTO patents with 853,638 reactions. Task: Predict the reaction yield, written as a fraction of the theoretical maximum amount of product (1.0 means a 100% yield; for example, 0.34 means a 34% yield). (1) The reactants are [Br:1][C:2]1[CH:6]=[N:5][N:4]([CH:7]([CH3:9])[CH3:8])[C:3]=1[C:10]1[CH:11]=[C:12]([NH2:18])[CH:13]=[CH:14][C:15]=1[O:16][CH3:17].[F:19][C:20]1[CH:25]=[CH:24][C:23]([N:26]=[C:27]=[O:28])=[CH:22][CH:21]=1. The catalyst is C(Cl)Cl. The product is [Br:1][C:2]1[CH:6]=[N:5][N:4]([CH:7]([CH3:9])[CH3:8])[C:3]=1[C:10]1[CH:11]=[C:12]([NH:18][C:27]([NH:26][C:23]2[CH:24]=[CH:25][C:20]([F:19])=[CH:21][CH:22]=2)=[O:28])[CH:13]=[CH:14][C:15]=1[O:16][CH3:17]. The yield is 0.320. (2) The reactants are [CH:1]([C:4]1[C:5]([CH2:10][OH:11])=[N:6][CH:7]=[CH:8][CH:9]=1)([CH3:3])[CH3:2]. The catalyst is C(Cl)Cl.O=[Mn]=O. The product is [CH:1]([C:4]1[C:5]([CH:10]=[O:11])=[N:6][CH:7]=[CH:8][CH:9]=1)([CH3:3])[CH3:2]. The yield is 0.610. (3) The reactants are [CH3:1][C:2]1[CH:11]=[CH:10][C:9]2[CH2:8][CH2:7][CH2:6][CH:5]([NH2:12])[C:4]=2[N:3]=1.[O:13]=[C:14]1[C:22]2[C:17](=[CH:18][CH:19]=[CH:20][CH:21]=2)[C:16](=[O:23])[N:15]1[CH2:24][CH2:25][CH2:26][CH:27]=O.C(O[BH-](OC(=O)C)OC(=O)C)(=O)C.[Na+].C(=O)(O)[O-].[Na+]. The catalyst is C(Cl)Cl. The product is [CH3:1][C:2]1[CH:11]=[CH:10][C:9]2[CH2:8][CH2:7][CH2:6][CH:5]([NH:12][CH2:27][CH2:26][CH2:25][CH2:24][N:15]3[C:16](=[O:23])[C:17]4[C:22](=[CH:21][CH:20]=[CH:19][CH:18]=4)[C:14]3=[O:13])[C:4]=2[N:3]=1. The yield is 0.790. (4) The reactants are Cl[CH2:2][C:3]([N:5]([CH2:9][CH2:10][C:11]#[N:12])[CH2:6][CH2:7][OH:8])=[O:4].CC(C)([O-])C.[K+]. The catalyst is C(O)(C)(C)C. The product is [O:4]=[C:3]1[CH2:2][O:8][CH2:7][CH2:6][N:5]1[CH2:9][CH2:10][C:11]#[N:12]. The yield is 0.780. (5) The reactants are C([O:3][C:4]([C:6]1[N:7]=[C:8]([CH3:15])[S:9][C:10]=1[NH:11][C:12]([NH2:14])=[O:13])=O)C.[OH-].[Na+]. The catalyst is CC(O)C.O. The product is [CH3:15][C:8]1[S:9][C:10]2[NH:11][C:12](=[O:13])[NH:14][C:4](=[O:3])[C:6]=2[N:7]=1. The yield is 0.830.